Dataset: Peptide-MHC class II binding affinity with 134,281 pairs from IEDB. Task: Regression. Given a peptide amino acid sequence and an MHC pseudo amino acid sequence, predict their binding affinity value. This is MHC class II binding data. (1) The binding affinity (normalized) is 0. The MHC is HLA-DQA10201-DQB10202 with pseudo-sequence HLA-DQA10201-DQB10202. The peptide sequence is SGIAFGSMAKKGDEQ. (2) The peptide sequence is TPFSLAEGIVLASAA. The MHC is DRB3_0202 with pseudo-sequence DRB3_0202. The binding affinity (normalized) is 0.554. (3) The peptide sequence is QIDAFIANAGATADS. The MHC is HLA-DQA10501-DQB10301 with pseudo-sequence HLA-DQA10501-DQB10301. The binding affinity (normalized) is 0.738. (4) The peptide sequence is YDKFLANVSTVLAGK. The MHC is DRB1_1602 with pseudo-sequence DRB1_1602. The binding affinity (normalized) is 0.889. (5) The peptide sequence is THRHIIGEGCPKPHR. The MHC is DRB4_0101 with pseudo-sequence DRB4_0103. The binding affinity (normalized) is 0.246. (6) The peptide sequence is NALLRALRLTKEFTR. The MHC is DRB1_0101 with pseudo-sequence DRB1_0101. The binding affinity (normalized) is 0.777. (7) The peptide sequence is QLVMKANNSVIMNGA. The MHC is HLA-DQA10501-DQB10201 with pseudo-sequence HLA-DQA10501-DQB10201. The binding affinity (normalized) is 0.137. (8) The peptide sequence is VNFYAWKRMEVGQQA. The MHC is DRB1_0802 with pseudo-sequence DRB1_0802. The binding affinity (normalized) is 0.671. (9) The peptide sequence is TEGRCLHYTVDKS. The MHC is DRB4_0101 with pseudo-sequence DRB4_0103. The binding affinity (normalized) is 0. (10) The peptide sequence is KPTGAGPKDNGGACG. The MHC is DRB1_1501 with pseudo-sequence DRB1_1501. The binding affinity (normalized) is 0.